From a dataset of Experimentally validated miRNA-target interactions with 360,000+ pairs, plus equal number of negative samples. Binary Classification. Given a miRNA mature sequence and a target amino acid sequence, predict their likelihood of interaction. (1) The miRNA is hsa-miR-5189-3p with sequence UGCCAACCGUCAGAGCCCAGA. The protein sequence of the target gene is MASAELDYTIEIPDQPCWSQKNSPSPGGKEAETRQPVVILLGWGGCKDKNLAKYSAIYHKRGCIVIRYTAPWHMVFFSESLGIPSLRVLAQKLLELLFDYEIEKEPLLFHVFSNGGVMLYRYVLELLQTRRFCRLRVVGTIFDSAPGDSNLVGALRALAAILERRAAMLRLLLLVAFALVVVLFHVLLAPITALFHTHFYDRLQDAGSRWPELYLYSRADEVVLARDIERMVEARLARRVLARSVDFVSSAHVSHLRDYPTYYTSLCVDFMRNCVRC. Result: 0 (no interaction). (2) The miRNA is mmu-miR-877-3p with sequence UGUCCUCUUCUCCCUCCUCCCA. The protein sequence of the target gene is MKLIILEHYSQASEWAAKYIRNRIIQFNPGPEKYFTLGLPTGSTPLGCYKKLIEYYKNGDLSFKYVKTFNMDEYVGLPRDHPESYHSFMWNNFFKHIDIHPENTHILDGNAVDLQAECDAFEEKIKAAGGIELFVGGIGPDGHIAFNEPGSSLVSRTRVKTLAMDTILANARFFDGELTKVPTMALTVGVGTVMDAREVMILITGAHKAFALYKAIEEGVNHMWTVSAFQQHPRTVFVCDEDATLELKVKTVKYFKGLMLVHNKLVDPLYSIKEKETEKSQSSKKPYSD. Result: 0 (no interaction). (3) Result: 1 (interaction). The miRNA is hsa-miR-5580-5p with sequence UGCUGGCUCAUUUCAUAUGUGU. The protein sequence of the target gene is MLEEAGEVLENMLKASCLPLGFIVFLPAVLLLVAPPLPAADAAHEFTVYRMQQYDLQGQPYGTRNAVLNTEARTMAAEVLSRRCVLMRLLDFSYEQYQKALRQSAGAVVIILPRAMAAVPQDVVRQFMEIEPEMLAMETAVPVYFAVEDEALLSIYKQTQAASASQGSASAAEVLLRTATANGFQMVTSGVQSKAVSDWLIASVEGRLTGLGGEDLPTIVIVAHYDAFGVAPWLSLGADSNGSGVSVLLELARLFSRLYTYKRTHAAYNLLFFASGGGKFNYQGTKRWLEDNLDHTDSSL....